Predict the product of the given reaction. From a dataset of Forward reaction prediction with 1.9M reactions from USPTO patents (1976-2016). (1) Given the reactants [CH3:1][C:2]1[CH:3]=[CH:4][C:5]([N:9]2[C:14](=[O:15])[NH:13][C:12]3[N:16]=[CH:17][CH:18]=[CH:19][C:11]=3[S:10]2(=[O:21])=[O:20])=[N:6][C:7]=1[CH3:8].[F:22][C:23]1[CH:30]=[C:29]([O:31][CH3:32])[CH:28]=[C:27]([F:33])[C:24]=1[CH2:25]Br.C([O-])([O-])=O.[K+].[K+].COC1C(C)=CC(N2C(=O)N(CC3C(F)=CC(F)=CC=3F)C3C=CC=CC=3S2(=O)=O)=CC=1C, predict the reaction product. The product is: [F:22][C:23]1[CH:30]=[C:29]([O:31][CH3:32])[CH:28]=[C:27]([F:33])[C:24]=1[CH2:25][N:13]1[C:12]2[N:16]=[CH:17][CH:18]=[CH:19][C:11]=2[S:10](=[O:20])(=[O:21])[N:9]([C:5]2[CH:4]=[CH:3][C:2]([CH3:1])=[C:7]([CH3:8])[N:6]=2)[C:14]1=[O:15]. (2) Given the reactants Cl[C:2]1[C:11]2[N:12]=[C:13]([N:20]([CH3:24])[CH2:21][CH2:22][CH3:23])[N:14]([CH2:15][C:16]([CH3:19])([OH:18])[CH3:17])[C:10]=2[C:9]2[CH:8]=[CH:7][CH:6]=[CH:5][C:4]=2[N:3]=1.[N-:25]=[N+:26]=[N-:27].[Na+].O, predict the reaction product. The product is: [N:25]([C:2]1[C:11]2[N:12]=[C:13]([N:20]([CH3:24])[CH2:21][CH2:22][CH3:23])[N:14]([CH2:15][C:16]([CH3:19])([OH:18])[CH3:17])[C:10]=2[C:9]2[CH:8]=[CH:7][CH:6]=[CH:5][C:4]=2[N:3]=1)=[N+:26]=[N-:27]. (3) Given the reactants [Cl:1][C:2]1[N:7]=[CH:6][C:5]([S:8][C:9]2[N:13]([C:14]3[CH:19]=[C:18]([F:20])[CH:17]=[CH:16][C:15]=3[CH3:21])[N:12]=[C:11]([C:22]([O:24]CC)=O)[CH:10]=2)=[CH:4][CH:3]=1.[CH3:27][NH2:28].CO, predict the reaction product. The product is: [Cl:1][C:2]1[N:7]=[CH:6][C:5]([S:8][C:9]2[N:13]([C:14]3[CH:19]=[C:18]([F:20])[CH:17]=[CH:16][C:15]=3[CH3:21])[N:12]=[C:11]([C:22]([NH:28][CH3:27])=[O:24])[CH:10]=2)=[CH:4][CH:3]=1. (4) Given the reactants [C:1]([O:5][C:6](=[O:28])[N:7]([C@H:18]([CH3:27])[C@H:19]([F:26])[C:20]1[CH:25]=[CH:24][CH:23]=[CH:22][CH:21]=1)[CH2:8][C:9]1[CH:14]=[CH:13][CH:12]=[C:11]([N+:15]([O-])=O)[CH:10]=1)([CH3:4])([CH3:3])[CH3:2].[In].[Cl-].[NH4+], predict the reaction product. The product is: [C:1]([O:5][C:6](=[O:28])[N:7]([C@H:18]([CH3:27])[C@H:19]([F:26])[C:20]1[CH:21]=[CH:22][CH:23]=[CH:24][CH:25]=1)[CH2:8][C:9]1[CH:14]=[CH:13][CH:12]=[C:11]([NH2:15])[CH:10]=1)([CH3:4])([CH3:2])[CH3:3]. (5) Given the reactants C1N=CN(C(N2C=NC=C2)=O)C=1.[CH2:13]([O:18][CH2:19][CH2:20][O:21][C:22]1[CH:30]=[CH:29][C:25]([C:26](O)=[O:27])=[CH:24][C:23]=1[C:31]([F:34])([F:33])[F:32])[CH2:14][CH2:15][CH2:16][CH3:17].[NH2:35][NH2:36], predict the reaction product. The product is: [CH2:13]([O:18][CH2:19][CH2:20][O:21][C:22]1[CH:30]=[CH:29][C:25]([C:26]([NH:35][NH2:36])=[O:27])=[CH:24][C:23]=1[C:31]([F:34])([F:33])[F:32])[CH2:14][CH2:15][CH2:16][CH3:17]. (6) Given the reactants I[C:2]1[CH:7]=[C:6]([S:8]([F:13])([F:12])([F:11])([F:10])[F:9])[CH:5]=[CH:4][C:3]=1[C:14]#[N:15].[Cu](C#N)[C:17]#[N:18].O.N, predict the reaction product. The product is: [F:9][S:8]([F:13])([F:12])([F:11])([F:10])[C:6]1[CH:7]=[C:2]([C:17]#[N:18])[C:3](=[CH:4][CH:5]=1)[C:14]#[N:15]. (7) Given the reactants [CH3:1][C:2]1[C:10]2[C:5](=[CH:6][CH:7]=[C:8]([N+:11]([O-])=O)[CH:9]=2)[N:4]([C:14]([O:16][C:17]([CH3:20])([CH3:19])[CH3:18])=[O:15])[N:3]=1.CC1C2C(=CC=C([N+]([O-])=O)C=2)NN=1.C(OC(OC(C)(C)C)=O)(OC(C)(C)C)=O, predict the reaction product. The product is: [NH2:11][C:8]1[CH:9]=[C:10]2[C:5](=[CH:6][CH:7]=1)[N:4]([C:14]([O:16][C:17]([CH3:19])([CH3:18])[CH3:20])=[O:15])[N:3]=[C:2]2[CH3:1].